This data is from Forward reaction prediction with 1.9M reactions from USPTO patents (1976-2016). The task is: Predict the product of the given reaction. Given the reactants [CH2:1]([O:3][C:4]([C:6]1[C:11](Cl)=[CH:10][C:9]([C:13]([F:16])([F:15])[F:14])=[CH:8][N:7]=1)=[O:5])[CH3:2], predict the reaction product. The product is: [CH2:1]([O:3][C:4]([C:6]1[CH:11]=[CH:10][C:9]([C:13]([F:16])([F:15])[F:14])=[C:8]([C:1]([O:3][CH2:4][CH3:6])=[CH2:2])[N:7]=1)=[O:5])[CH3:2].